This data is from Forward reaction prediction with 1.9M reactions from USPTO patents (1976-2016). The task is: Predict the product of the given reaction. (1) Given the reactants [O:1]1[C:6]2[CH:7]=[CH:8][C:9]([NH2:11])=[CH:10][C:5]=2[O:4][CH2:3][CH2:2]1.C[Si]([N-][Si](C)(C)C)(C)C.[Na+].[C:22]1([CH3:30])[CH:27]=[CH:26][C:25]([C:28]#[N:29])=[CH:24][CH:23]=1.ClCCl, predict the reaction product. The product is: [O:1]1[C:6]2[CH:7]=[CH:8][C:9]([NH:11][C:28]([C:25]3[CH:26]=[CH:27][C:22]([CH3:30])=[CH:23][CH:24]=3)=[NH:29])=[CH:10][C:5]=2[O:4][CH2:3][CH2:2]1. (2) Given the reactants [C:1]1([CH3:24])[CH:6]=[CH:5][C:4]([S:7]([NH:10][C:11]2[CH:16]=[CH:15][CH:14]=[CH:13][C:12]=2[C:17]2[C:18](=O)[CH2:19][CH2:20][C:21]=2[CH3:22])(=[O:9])=[O:8])=[CH:3][CH:2]=1.[Li][CH3:26], predict the reaction product. The product is: [CH3:22][C:21]1[CH2:20][CH:19]=[C:18]([CH3:26])[C:17]=1[C:12]1[CH:13]=[CH:14][CH:15]=[CH:16][C:11]=1[NH:10][S:7]([C:4]1[CH:5]=[CH:6][C:1]([CH3:24])=[CH:2][CH:3]=1)(=[O:9])=[O:8]. (3) Given the reactants [CH2:1]([O:3][C:4]([N:6]1[CH2:11][CH2:10][CH:9]([C:12]2[C:20]3[C:15](=[CH:16][C:17]([F:21])=[CH:18][CH:19]=3)[NH:14][CH:13]=2)[CH2:8][CH2:7]1)=[O:5])[CH3:2].Br[CH2:23][C:24]1[S:25][CH:26]=[CH:27][CH:28]=1, predict the reaction product. The product is: [CH2:1]([O:3][C:4]([N:6]1[CH2:11][CH2:10][CH:9]([C:12]2[C:20]3[C:15](=[CH:16][C:17]([F:21])=[CH:18][CH:19]=3)[N:14]([CH2:23][C:24]3[S:25][CH:26]=[CH:27][CH:28]=3)[CH:13]=2)[CH2:8][CH2:7]1)=[O:5])[CH3:2]. (4) Given the reactants C(OC(=O)[NH:7][C:8]1[CH:13]=[CH:12][C:11]([C:14]2[S:15][CH:16]=[CH:17][CH:18]=2)=[CH:10][C:9]=1[NH:19][C:20](=[O:34])[C:21]1[CH:26]=[CH:25][C:24]([C:27]([OH:33])([C:29](=[O:32])[NH:30][CH3:31])[CH3:28])=[CH:23][CH:22]=1)(C)(C)C.FC(F)(F)C(O)=O, predict the reaction product. The product is: [NH2:7][C:8]1[CH:13]=[CH:12][C:11]([C:14]2[S:15][CH:16]=[CH:17][CH:18]=2)=[CH:10][C:9]=1[NH:19][C:20](=[O:34])[C:21]1[CH:26]=[CH:25][C:24]([C:27]([OH:33])([C:29](=[O:32])[NH:30][CH3:31])[CH3:28])=[CH:23][CH:22]=1.